From a dataset of Full USPTO retrosynthesis dataset with 1.9M reactions from patents (1976-2016). Predict the reactants needed to synthesize the given product. (1) Given the product [Br:16][C:17]1[N:18]=[C:19]([C:24]2[N:28]=[C:27]([CH3:29])[O:26][N:25]=2)[C:20]([N:23]([C:9]([O:11][C:12]([CH3:13])([CH3:14])[CH3:15])=[O:10])[C:9](=[O:10])[O:11][C:12]([CH3:15])([CH3:14])[CH3:13])=[N:21][CH:22]=1, predict the reactants needed to synthesize it. The reactants are: [CH3:13][C:12]([O:11][C:9](O[C:9]([O:11][C:12]([CH3:15])([CH3:14])[CH3:13])=[O:10])=[O:10])([CH3:15])[CH3:14].[Br:16][C:17]1[N:18]=[C:19]([C:24]2[N:28]=[C:27]([CH3:29])[O:26][N:25]=2)[C:20]([NH2:23])=[N:21][CH:22]=1. (2) The reactants are: [CH3:1][S-:2].[Na+].[NH2:4][C:5]1[C:6]2[C:13]([C:14]3[CH:19]=[CH:18][CH:17]=[C:16]([O:20][CH2:21][CH:22]4[CH2:27][CH2:26][CH2:25][CH2:24][O:23]4)[CH:15]=3)=[CH:12][N:11]([C@@H:28]3[CH2:31][C@H:30]([CH2:32]OS(C4C=CC(C)=CC=4)(=O)=O)[CH2:29]3)[C:7]=2[N:8]=[CH:9][N:10]=1.C1COCC1. Given the product [CH3:1][S:2][CH2:32][C@@H:30]1[CH2:29][C@H:28]([N:11]2[C:7]3[N:8]=[CH:9][N:10]=[C:5]([NH2:4])[C:6]=3[C:13]([C:14]3[CH:19]=[CH:18][CH:17]=[C:16]([O:20][CH2:21][CH:22]4[CH2:27][CH2:26][CH2:25][CH2:24][O:23]4)[CH:15]=3)=[CH:12]2)[CH2:31]1, predict the reactants needed to synthesize it. (3) Given the product [CH2:1]([CH:3]1[N:12]([S:13]([C:16]2[CH:21]=[CH:20][C:19]([OH:22])=[C:18]([CH3:24])[CH:17]=2)(=[O:15])=[O:14])[C:11]2[C:6](=[CH:7][C:8]([OH:26])=[C:9]([F:25])[CH:10]=2)[N:5]2[CH:28]=[CH:29][CH:30]=[C:4]12)[CH3:2], predict the reactants needed to synthesize it. The reactants are: [CH2:1]([CH:3]1[N:12]([S:13]([C:16]2[CH:21]=[CH:20][C:19]([O:22]C)=[C:18]([CH3:24])[CH:17]=2)(=[O:15])=[O:14])[C:11]2[C:6](=[CH:7][C:8]([O:26]C)=[C:9]([F:25])[CH:10]=2)[N:5]2[CH:28]=[CH:29][CH:30]=[C:4]12)[CH3:2].B(Cl)(Cl)Cl. (4) Given the product [O:4]1[C:5]2([CH2:10][CH2:9][C:8]([C:11]3[S:19][C:18]4[C:13](=[N:14][CH:15]=[CH:16][C:17]=4[O:20][C:21]4[CH:27]=[CH:26][C:24]([NH:25][C:43]([C:40]5[C:41](=[O:42])[N:36]([C:33]6[CH:34]=[CH:35][C:30]([F:29])=[CH:31][CH:32]=6)[N:37]=[CH:38][CH:39]=5)=[O:44])=[CH:23][C:22]=4[F:28])[CH:12]=3)=[CH:7][CH2:6]2)[O:1][CH2:2][CH2:3]1, predict the reactants needed to synthesize it. The reactants are: [O:1]1[C:5]2([CH2:10][CH2:9][C:8]([C:11]3[S:19][C:18]4[C:13](=[N:14][CH:15]=[CH:16][C:17]=4[O:20][C:21]4[CH:27]=[CH:26][C:24]([NH2:25])=[CH:23][C:22]=4[F:28])[CH:12]=3)=[CH:7][CH2:6]2)[O:4][CH2:3][CH2:2]1.[F:29][C:30]1[CH:35]=[CH:34][C:33]([N:36]2[C:41](=[O:42])[C:40]([C:43](O)=[O:44])=[CH:39][CH:38]=[N:37]2)=[CH:32][CH:31]=1.Cl.C(N=C=NCCCN(C)C)C.N1(O)C2C=CC=CC=2N=N1.C(N(C(C)C)C(C)C)C. (5) Given the product [CH2:16]([O:9][C:3]1[CH:4]=[CH:5][C:6]([F:8])=[CH:7][C:2]=1[Br:1])[C:17]1[CH:22]=[CH:21][CH:20]=[CH:19][CH:18]=1, predict the reactants needed to synthesize it. The reactants are: [Br:1][C:2]1[CH:7]=[C:6]([F:8])[CH:5]=[CH:4][C:3]=1[OH:9].C(=O)([O-])[O-].[K+].[K+].[CH2:16](Br)[C:17]1[CH:22]=[CH:21][CH:20]=[CH:19][CH:18]=1.[Cl-].[Na+]. (6) Given the product [Br:9][C:10]1[N:11]=[N:12][C:13]([O:6][C:4]([CH3:7])([CH3:5])[CH2:3][N:2]([CH3:8])[CH3:1])=[CH:14][CH:15]=1, predict the reactants needed to synthesize it. The reactants are: [CH3:1][N:2]([CH3:8])[CH2:3][C:4]([CH3:7])([OH:6])[CH3:5].[Br:9][C:10]1[N:11]=[N:12][C:13](Br)=[CH:14][CH:15]=1.[H-].[Na+]. (7) Given the product [CH3:17][C:18]1[CH:19]=[CH:20][C:21]([C:28]2[CH:33]=[CH:32][N:31]=[C:30]([CH3:34])[N:29]=2)=[C:22]([CH:27]=1)[C:23]([OH:25])=[O:24], predict the reactants needed to synthesize it. The reactants are: CC1C=CC(C2C=NN(C)C=2)=C(C=1)C(O)=O.[CH3:17][C:18]1[CH:19]=[CH:20][C:21]([C:28]2[CH:33]=[CH:32][N:31]=[C:30]([CH3:34])[N:29]=2)=[C:22]([CH:27]=1)[C:23]([O:25]C)=[O:24]. (8) Given the product [OH:39][C:35]1[CH:34]=[C:33]([NH:32][CH:2]=[C:3]2[C:11]3[C:6](=[CH:7][C:8]([C:12]([C:14]4[CH:15]=[C:16]([NH:20][C:21]([C:23]5[S:24][C:25]([C:28](=[O:30])[CH3:29])=[CH:26][CH:27]=5)=[O:22])[CH:17]=[CH:18][CH:19]=4)=[O:13])=[CH:9][CH:10]=3)[NH:5][C:4]2=[O:31])[CH:38]=[CH:37][CH:36]=1, predict the reactants needed to synthesize it. The reactants are: O[CH:2]=[C:3]1[C:11]2[C:6](=[CH:7][C:8]([C:12]([C:14]3[CH:15]=[C:16]([NH:20][C:21]([C:23]4[S:24][C:25]([C:28](=[O:30])[CH3:29])=[CH:26][CH:27]=4)=[O:22])[CH:17]=[CH:18][CH:19]=3)=[O:13])=[CH:9][CH:10]=2)[NH:5][C:4]1=[O:31].[NH2:32][C:33]1[CH:34]=[C:35]([OH:39])[CH:36]=[CH:37][CH:38]=1. (9) Given the product [CH2:1]1[S:5](=[O:16])[C@H:4]([CH2:6][OH:7])[O:3][C@@H:2]1[N:8]1[C:13](=[O:14])[N:12]=[C:11]([NH2:15])[CH:10]=[CH:9]1, predict the reactants needed to synthesize it. The reactants are: [CH2:1]1[S:5][C@H:4]([CH2:6][OH:7])[O:3][C@@H:2]1[N:8]1[C:13](=[O:14])[N:12]=[C:11]([NH2:15])[CH:10]=[CH:9]1.[OH:16]O.